Dataset: NCI-60 drug combinations with 297,098 pairs across 59 cell lines. Task: Regression. Given two drug SMILES strings and cell line genomic features, predict the synergy score measuring deviation from expected non-interaction effect. (1) Drug 1: CNC(=O)C1=CC=CC=C1SC2=CC3=C(C=C2)C(=NN3)C=CC4=CC=CC=N4. Drug 2: CC=C1C(=O)NC(C(=O)OC2CC(=O)NC(C(=O)NC(CSSCCC=C2)C(=O)N1)C(C)C)C(C)C. Cell line: NCI/ADR-RES. Synergy scores: CSS=-1.67, Synergy_ZIP=-0.110, Synergy_Bliss=-3.53, Synergy_Loewe=-3.06, Synergy_HSA=-4.03. (2) Cell line: SW-620. Synergy scores: CSS=1.63, Synergy_ZIP=12.9, Synergy_Bliss=16.5, Synergy_Loewe=-6.78, Synergy_HSA=-2.91. Drug 1: CCCS(=O)(=O)NC1=C(C(=C(C=C1)F)C(=O)C2=CNC3=C2C=C(C=N3)C4=CC=C(C=C4)Cl)F. Drug 2: CNC(=O)C1=CC=CC=C1SC2=CC3=C(C=C2)C(=NN3)C=CC4=CC=CC=N4.